Dataset: Forward reaction prediction with 1.9M reactions from USPTO patents (1976-2016). Task: Predict the product of the given reaction. (1) The product is: [Cl:25][C:26]1[CH:27]=[C:28]([C:52]([NH:61][C@H:60]2[CH2:55][CH2:56][S:57][C:58]2=[O:59])=[O:53])[CH:29]=[N:30][C:31]=1[NH:32][NH:33][C:34]([NH:36][CH:37]1[C:43]2[CH:44]=[CH:45][CH:46]=[CH:47][C:42]=2[CH2:41][CH2:40][C:39]2[CH:48]=[CH:49][CH:50]=[CH:51][C:38]1=2)=[S:35]. Given the reactants CN(C(ON1N=NC2C=CC=NC1=2)=[N+](C)C)C.F[P-](F)(F)(F)(F)F.[Cl:25][C:26]1[CH:27]=[C:28]([C:52](O)=[O:53])[CH:29]=[N:30][C:31]=1[NH:32][NH:33][C:34]([NH:36][CH:37]1[C:43]2[CH:44]=[CH:45][CH:46]=[CH:47][C:42]=2[CH2:41][CH2:40][C:39]2[CH:48]=[CH:49][CH:50]=[CH:51][C:38]1=2)=[S:35].[CH2:55]1[C@H:60]([NH2:61])[C:58](=[O:59])[S:57][CH2:56]1.Cl, predict the reaction product. (2) Given the reactants [Br:1][C:2]1[CH:7]=[CH:6][CH:5]=[C:4]([S:8][C:9]2[CH:14]=[CH:13][CH:12]=[CH:11][CH:10]=2)[N:3]=1.ClC1C=CC=C(C(OO)=[O:23])C=1, predict the reaction product. The product is: [C:9]1([S:8]([C:4]2[CH:5]=[CH:6][CH:7]=[C:2]([Br:1])[N:3]=2)=[O:23])[CH:10]=[CH:11][CH:12]=[CH:13][CH:14]=1. (3) The product is: [CH:10]([C:7]1[CH:8]=[CH:9][C:2]([O:18][C:16]2[CH:17]=[N:12][CH:13]=[N:14][CH:15]=2)=[C:3]([CH:6]=1)[C:4]#[N:5])=[O:11]. Given the reactants F[C:2]1[CH:9]=[CH:8][C:7]([CH:10]=[O:11])=[CH:6][C:3]=1[C:4]#[N:5].[N:12]1[CH:17]=[C:16]([OH:18])[CH:15]=[N:14][CH:13]=1, predict the reaction product. (4) Given the reactants FC(F)(F)C(O)=O.[NH2:8][C:9]1[CH:10]=[C:11]([C@:15]23[CH2:23][N:22](C(OC(C)(C)C)=O)[CH2:21][C@H:20]2[CH2:19][S:18][C:17]([NH:31][C:32](=[O:39])[C:33]2[CH:38]=[CH:37][CH:36]=[CH:35][CH:34]=2)=[N:16]3)[CH:12]=[CH:13][CH:14]=1, predict the reaction product. The product is: [NH3:8].[NH2:8][C:9]1[CH:10]=[C:11]([C@:15]23[CH2:23][NH:22][CH2:21][C@H:20]2[CH2:19][S:18][C:17]([NH:31][C:32](=[O:39])[C:33]2[CH:34]=[CH:35][CH:36]=[CH:37][CH:38]=2)=[N:16]3)[CH:12]=[CH:13][CH:14]=1.